Dataset: NCI-60 drug combinations with 297,098 pairs across 59 cell lines. Task: Regression. Given two drug SMILES strings and cell line genomic features, predict the synergy score measuring deviation from expected non-interaction effect. (1) Drug 1: CC12CCC3C(C1CCC2=O)CC(=C)C4=CC(=O)C=CC34C. Drug 2: CC(C)CN1C=NC2=C1C3=CC=CC=C3N=C2N. Cell line: UO-31. Synergy scores: CSS=18.2, Synergy_ZIP=0.577, Synergy_Bliss=0.353, Synergy_Loewe=0.608, Synergy_HSA=0.210. (2) Drug 1: CC1C(C(CC(O1)OC2CC(CC3=C2C(=C4C(=C3O)C(=O)C5=C(C4=O)C(=CC=C5)OC)O)(C(=O)C)O)N)O.Cl. Drug 2: CC12CCC3C(C1CCC2O)C(CC4=C3C=CC(=C4)O)CCCCCCCCCS(=O)CCCC(C(F)(F)F)(F)F. Cell line: SNB-19. Synergy scores: CSS=8.58, Synergy_ZIP=-8.37, Synergy_Bliss=-5.75, Synergy_Loewe=-8.35, Synergy_HSA=-4.83.